This data is from Peptide-MHC class I binding affinity with 185,985 pairs from IEDB/IMGT. The task is: Regression. Given a peptide amino acid sequence and an MHC pseudo amino acid sequence, predict their binding affinity value. This is MHC class I binding data. The peptide sequence is RTFGKLPYR. The MHC is HLA-B35:01 with pseudo-sequence HLA-B35:01. The binding affinity (normalized) is 0.0847.